This data is from Reaction yield outcomes from USPTO patents with 853,638 reactions. The task is: Predict the reaction yield, written as a fraction of the theoretical maximum amount of product (1.0 means a 100% yield; for example, 0.34 means a 34% yield). (1) The catalyst is CN(C)C=O.O.S([O-])([O-])(=O)=O.[Cu+2]. The yield is 0.812. The product is [F:55][C:49]1[CH:50]=[C:51]([F:54])[CH:52]=[CH:53][C:48]=1[C:40]([OH:47])([CH2:41][N:42]1[CH:46]=[N:45][CH:44]=[N:43]1)[CH2:39][N:36]1[CH:32]=[C:31]([CH2:30][O:29][C:26]2[CH:25]=[CH:24][C:23](/[CH:22]=[CH:21]\[C:20]([C:17]3[CH:18]=[CH:19][C:14]([N:11]4[CH2:12][CH2:13][N:8]([CH2:7][C:6]5[CH:5]=[CH:4][C:3]([O:2][CH3:1])=[CH:35][CH:34]=5)[CH2:9][CH2:10]4)=[CH:15][CH:16]=3)=[O:33])=[CH:28][CH:27]=2)[N:38]=[N:37]1. The reactants are [CH3:1][O:2][C:3]1[CH:35]=[CH:34][C:6]([CH2:7][N:8]2[CH2:13][CH2:12][N:11]([C:14]3[CH:19]=[CH:18][C:17]([C:20](=[O:33])/[CH:21]=[CH:22]/[C:23]4[CH:28]=[CH:27][C:26]([O:29][CH2:30][C:31]#[CH:32])=[CH:25][CH:24]=4)=[CH:16][CH:15]=3)[CH2:10][CH2:9]2)=[CH:5][CH:4]=1.[N:36]([CH2:39][C:40]([C:48]1[CH:53]=[CH:52][C:51]([F:54])=[CH:50][C:49]=1[F:55])([OH:47])[CH2:41][N:42]1[CH:46]=[N:45][CH:44]=[N:43]1)=[N+:37]=[N-:38].O=C1O[C@H]([C@H](CO)O)C([O-])=C1O.[Na+]. (2) The catalyst is C(Cl)Cl. The product is [F:20][C:21]1[CH:29]=[CH:28][CH:27]=[C:26]([F:30])[C:22]=1[C:23]([NH:17][C:14]1[CH:13]=[N:12][C:11]([C:9]2[C:8]([CH3:18])=[CH:7][C:4]3[O:5][CH2:6][C:2]([CH3:19])([CH3:1])[C:3]=3[CH:10]=2)=[CH:16][N:15]=1)=[O:24]. The yield is 0.354. The reactants are [CH3:1][C:2]1([CH3:19])[CH2:6][O:5][C:4]2[CH:7]=[C:8]([CH3:18])[C:9]([C:11]3[N:12]=[CH:13][C:14]([NH2:17])=[N:15][CH:16]=3)=[CH:10][C:3]1=2.[F:20][C:21]1[CH:29]=[CH:28][CH:27]=[C:26]([F:30])[C:22]=1[C:23](Cl)=[O:24].CCN(C(C)C)C(C)C.C([O-])(O)=O.[Na+].C(Cl)Cl. (3) The reactants are [Br:1][C:2]1[CH:3]=[C:4]([NH:9][S:10]([CH3:13])(=[O:12])=[O:11])[C:5]([Cl:8])=[N:6][CH:7]=1.[C:14](=O)([O-])[O-].[K+].[K+].IC.O. The catalyst is CN(C=O)C. The product is [Br:1][C:2]1[CH:3]=[C:4]([N:9]([CH3:14])[S:10]([CH3:13])(=[O:12])=[O:11])[C:5]([Cl:8])=[N:6][CH:7]=1. The yield is 0.900. (4) The reactants are CC1C(=[O:8])[C@@H](O)CC(C)(C)C=1/C=C/C(/C)=C/C=C/C(/C)=C/C=C/C=C(\C)/C=C/C=C(\C)/C=C/C1C(C)(C)C[C@H](O)C(=O)C=1C.CCN(C(C)C)C(C)C.Cl[C:55]([O:57]C(Cl)C(Cl)(Cl)Cl)=[O:56].[CH2:64]([OH:75])[C@H:65]([C@H:67]([C@@H:69]([C@@H:71]([CH2:73][OH:74])[OH:72])[OH:70])[OH:68])[OH:66]. The catalyst is C(Cl)Cl.CN(C1C=CN=CC=1)C.CN(C=O)C. The product is [C:55](=[O:56])([OH:8])[OH:57].[CH2:73]([OH:74])[C@H:71]([C@H:69]([C@@H:67]([C@@H:65]([CH2:64][OH:75])[OH:66])[OH:68])[OH:70])[OH:72]. The yield is 0.102. (5) The reactants are [CH3:1][C@:2]12[C:9]([CH3:11])([CH3:10])[CH:6]([CH2:7][CH2:8]1)[C:5](=[O:12])[CH2:4][C:3]2=[O:13].C(N(CC)CC)C.[Cl:21][C:22]1[CH:23]=[C:24]([N:29]=[C:30]=[O:31])[CH:25]=[CH:26][C:27]=1[Cl:28].Cl. The catalyst is CN(C)C1C=CN=CC=1.ClCCl. The product is [Cl:21][C:22]1[CH:23]=[C:24]([NH:29][C:30]([CH:4]2[C:5](=[O:12])[CH:6]3[C:9]([CH3:10])([CH3:11])[C@@:2]([CH3:1])([CH2:8][CH2:7]3)[C:3]2=[O:13])=[O:31])[CH:25]=[CH:26][C:27]=1[Cl:28]. The yield is 0.580.